This data is from Forward reaction prediction with 1.9M reactions from USPTO patents (1976-2016). The task is: Predict the product of the given reaction. (1) Given the reactants Cl[C:2]1[N:7]=[CH:6][N:5]=[C:4]([NH2:8])[CH:3]=1.C(N(C(C)C)CC)(C)C.[C@H:18]12[CH2:24][C@H:21]([NH:22][CH2:23]1)[CH2:20][N:19]2[C:25]([O:27][C:28]([CH3:31])([CH3:30])[CH3:29])=[O:26], predict the reaction product. The product is: [NH2:8][C:4]1[N:5]=[CH:6][N:7]=[C:2]([N:22]2[CH2:23][C@@H:18]3[CH2:24][C@H:21]2[CH2:20][N:19]3[C:25]([O:27][C:28]([CH3:31])([CH3:30])[CH3:29])=[O:26])[CH:3]=1. (2) Given the reactants C1(CC(O)=O)C=CC=CC=1.C[Si](C)(C)[C:13]1[CH:14]=[C:15]([CH2:19][C:20]([P:22](=[O:27])([O:25][CH3:26])[O:23][CH3:24])=[O:21])[CH:16]=[CH:17][CH:18]=1, predict the reaction product. The product is: [C:15]1([CH2:19][C:20]([P:22](=[O:27])([O:23][CH3:24])[O:25][CH3:26])=[O:21])[CH:14]=[CH:13][CH:18]=[CH:17][CH:16]=1. (3) The product is: [ClH:18].[ClH:18].[S:15]1[C:11]([CH2:10][CH:9]2[CH2:16][S:7][C:6]([NH2:5])=[N:8]2)=[CH:12][N:13]=[CH:14]1. Given the reactants C([NH:5][C:6]([NH:8][CH:9]([CH2:16]O)[CH2:10][C:11]1[S:15][CH:14]=[N:13][CH:12]=1)=[S:7])(C)(C)C.[ClH:18], predict the reaction product. (4) Given the reactants [NH:1]1[C:9]2[C:4](=[CH:5][CH:6]=[CH:7][CH:8]=2)[C:3](/[CH:10]=[CH:11]/[C:12]([OH:14])=O)=[CH:2]1.[NH2:15][C:16]1[CH:17]=[C:18]([CH:24]=[CH:25][CH:26]=1)[C:19]([N:21]([CH3:23])[CH3:22])=[O:20].C1CN([P+](ON2N=NC3C=CC=CC2=3)(N2CCCC2)N2CCCC2)CC1.F[P-](F)(F)(F)(F)F.CCN(C(C)C)C(C)C, predict the reaction product. The product is: [NH:1]1[C:9]2[C:4](=[CH:5][CH:6]=[CH:7][CH:8]=2)[C:3]([CH:10]=[CH:11][C:12]([NH:15][C:16]2[CH:17]=[C:18]([CH:24]=[CH:25][CH:26]=2)[C:19]([N:21]([CH3:23])[CH3:22])=[O:20])=[O:14])=[CH:2]1. (5) Given the reactants B(O)O.Br[C:5]1[S:9][C:8]([C:10]([O:12][CH2:13][CH3:14])=[O:11])=[CH:7][CH:6]=1.[C:15]1([CH3:21])[CH:20]=[CH:19][CH:18]=[CH:17][CH:16]=1.[C:22]([O-:25])([O-])=O.[Na+].[Na+], predict the reaction product. The product is: [C:15]1([CH2:21][O:25][C:22]2[CH:10]=[CH:8][CH:7]=[CH:6][C:5]=2[C:5]2[S:9][C:8]([C:10]([O:12][CH2:13][CH3:14])=[O:11])=[CH:7][CH:6]=2)[CH:20]=[CH:19][CH:18]=[CH:17][CH:16]=1. (6) Given the reactants [CH2:1]1[C:15]2[C:10](=[CH:11][CH:12]=[CH:13][CH:14]=2)[CH:9]([N:16]2[CH2:21][CH2:20][NH:19][CH2:18][CH2:17]2)[C:8]2[C:3](=[CH:4][CH:5]=[CH:6][CH:7]=2)[CH2:2]1.[N+:22]([C:25]1[CH:30]=[CH:29][CH:28]=[CH:27][C:26]=1[CH2:31][S:32](Cl)(=[O:34])=[O:33])([O-:24])=[O:23].C(N(CC)CC)C, predict the reaction product. The product is: [CH:4]1[C:3]2[CH2:2][CH2:1][C:15]3[CH:14]=[CH:13][CH:12]=[CH:11][C:10]=3[CH:9]([N:16]3[CH2:17][CH2:18][N:19]([S:32]([CH2:31][C:26]4[CH:27]=[CH:28][CH:29]=[CH:30][C:25]=4[N+:22]([O-:24])=[O:23])(=[O:33])=[O:34])[CH2:20][CH2:21]3)[C:8]=2[CH:7]=[CH:6][CH:5]=1. (7) Given the reactants [CH2:1]([O:8][C:9](=[O:27])[NH:10][C@H:11]1[CH2:15][CH2:14][C@H:13]([O:16][CH2:17][C:18](Br)=[CH:19][C:20]2[CH:25]=[CH:24][CH:23]=[CH:22][CH:21]=2)[CH2:12]1)[C:2]1[CH:7]=[CH:6][CH:5]=[CH:4][CH:3]=1.B(O)(O)[C:29]1[CH:30]=[CH:31][C:32]([CH3:35])=[CH:33][CH:34]=1.[F-].[K+].O1CCCC1, predict the reaction product. The product is: [CH2:1]([O:8][C:9](=[O:27])[NH:10][C@H:11]1[CH2:15][CH2:14][C@H:13]([O:16][CH2:17][C:18]([C:29]2[CH:34]=[CH:33][C:32]([CH3:35])=[CH:31][CH:30]=2)=[CH:19][C:20]2[CH:25]=[CH:24][CH:23]=[CH:22][CH:21]=2)[CH2:12]1)[C:2]1[CH:7]=[CH:6][CH:5]=[CH:4][CH:3]=1. (8) Given the reactants [O:1]=[S:2]1(=[O:39])[C:8]2[CH:9]=[CH:10][CH:11]=[CH:12][C:7]=2[CH2:6][N:5]([C:13]2[CH:22]=[C:21]([CH:23]([OH:37])[CH:24]3[CH2:29][CH2:28][N:27]([C:30]([O:32][C:33]([CH3:36])([CH3:35])[CH3:34])=[O:31])[CH2:26][CH2:25]3)[C:20]3[C:15](=[CH:16][CH:17]=[C:18]([CH3:38])[CH:19]=3)[N:14]=2)[CH2:4][CH2:3]1.CC(OI1(OC(C)=O)(OC(C)=O)OC(=O)C2C=CC=CC1=2)=O, predict the reaction product. The product is: [O:39]=[S:2]1(=[O:1])[C:8]2[CH:9]=[CH:10][CH:11]=[CH:12][C:7]=2[CH2:6][N:5]([C:13]2[CH:22]=[C:21]([C:23]([CH:24]3[CH2:25][CH2:26][N:27]([C:30]([O:32][C:33]([CH3:34])([CH3:35])[CH3:36])=[O:31])[CH2:28][CH2:29]3)=[O:37])[C:20]3[C:15](=[CH:16][CH:17]=[C:18]([CH3:38])[CH:19]=3)[N:14]=2)[CH2:4][CH2:3]1. (9) Given the reactants [CH3:1][C:2]1[CH:6]=[C:5]([CH3:7])[N:4]([C:8]2[N:13]=[C:12]([NH:14][C:15](=[O:17])[CH3:16])[CH:11]=[C:10]([C:18]3[CH:23]=[C:22]([OH:24])[CH:21]=[C:20]([F:25])[CH:19]=3)[N:9]=2)[N:3]=1.C1(P(C2C=CC=CC=2)C2C=CC=CC=2)C=CC=CC=1.O[CH2:46][CH2:47][N:48]1[CH2:53][CH2:52][O:51][CH2:50][CH2:49]1.N(C(OCC)=O)=NC(OCC)=O.C([O-])(O)=O.[Na+], predict the reaction product. The product is: [CH3:1][C:2]1[CH:6]=[C:5]([CH3:7])[N:4]([C:8]2[N:13]=[C:12]([NH:14][C:15](=[O:17])[CH3:16])[CH:11]=[C:10]([C:18]3[CH:23]=[C:22]([O:24][CH2:46][CH2:47][N:48]4[CH2:53][CH2:52][O:51][CH2:50][CH2:49]4)[CH:21]=[C:20]([F:25])[CH:19]=3)[N:9]=2)[N:3]=1. (10) Given the reactants [F:1][C:2]1[CH:34]=[C:33]([F:35])[CH:32]=[CH:31][C:3]=1[O:4][C:5]1[CH:10]=[CH:9][C:8]([S:11]([CH3:14])(=[O:13])=[O:12])=[CH:7][C:6]=1[C:15]1[C:16]2[CH:25]=[C:24](C(OCC)=O)[NH:23][C:17]=2[C:18](=[O:22])[N:19]([CH3:21])[CH:20]=1.C[Mg]Br.Cl.O.O1C[CH2:44][CH2:43][CH2:42]1, predict the reaction product. The product is: [F:1][C:2]1[CH:34]=[C:33]([F:35])[CH:32]=[CH:31][C:3]=1[O:4][C:5]1[CH:10]=[CH:9][C:8]([S:11]([CH3:14])(=[O:13])=[O:12])=[CH:7][C:6]=1[C:15]1[C:16]2[CH:25]=[C:24]([C:43]([CH3:44])=[CH2:42])[NH:23][C:17]=2[C:18](=[O:22])[N:19]([CH3:21])[CH:20]=1.